From a dataset of Reaction yield outcomes from USPTO patents with 853,638 reactions. Predict the reaction yield, written as a fraction of the theoretical maximum amount of product (1.0 means a 100% yield; for example, 0.34 means a 34% yield). (1) The reactants are [NH2:1][C:2]1[CH:3]=[C:4]([OH:11])[C:5](=[CH:9][CH:10]=1)[C:6]([OH:8])=[O:7].[OH-].[Na+].C([O-])([O-])=O.[Na+].[Na+].[Cl:20][C:21]1[CH:26]=[CH:25][C:24]([C:27]2[CH:32]=[CH:31][C:30]([S:33]([O:36][CH2:37][C:38](Cl)=[O:39])(=[O:35])=[O:34])=[CH:29][CH:28]=2)=[CH:23][CH:22]=1. The catalyst is O.C1COCC1.C(OCC)C. The product is [Cl:20][C:21]1[CH:22]=[CH:23][C:24]([C:27]2[CH:28]=[CH:29][C:30]([S:33]([O:36][CH2:37][C:38]([NH:1][C:2]3[CH:10]=[CH:9][C:5]([C:6]([OH:8])=[O:7])=[C:4]([OH:11])[CH:3]=3)=[O:39])(=[O:34])=[O:35])=[CH:31][CH:32]=2)=[CH:25][CH:26]=1. The yield is 0.350. (2) The reactants are [CH3:1][O:2][C:3]1([C:10]2[CH:37]=[CH:36][C:35]([C:38]([F:41])([F:40])[F:39])=[CH:34][C:11]=2[CH2:12][N:13]([CH2:19][C:20]2[CH:25]=[C:24]([C:26]([F:29])([F:28])[F:27])[CH:23]=[C:22]([C:30]([F:33])([F:32])[F:31])[CH:21]=2)[C:14]2[N:15]=[N:16][NH:17][N:18]=2)[CH2:9][CH2:8][CH2:7][CH2:6][CH2:5][CH2:4]1.[C:42](=O)([O-])[O-].[Na+].[Na+].CN(C)C=O.S(OC)(OC)(=O)=O. The product is [CH3:1][O:2][C:3]1([C:10]2[CH:37]=[CH:36][C:35]([C:38]([F:41])([F:39])[F:40])=[CH:34][C:11]=2[CH2:12][N:13]([CH2:19][C:20]2[CH:21]=[C:22]([C:30]([F:33])([F:32])[F:31])[CH:23]=[C:24]([C:26]([F:28])([F:27])[F:29])[CH:25]=2)[C:14]2[N:15]=[N:16][N:17]([CH3:42])[N:18]=2)[CH2:4][CH2:5][CH2:6][CH2:7][CH2:8][CH2:9]1. The yield is 0.809. The catalyst is CC1CCCO1.C(OCC)(=O)C. (3) The reactants are [C:1]([O:5][C:6]([N:8]1[C:16]2[C:11](=[CH:12][CH:13]=[CH:14][CH:15]=2)[CH:10]=[C:9]1B(O)O)=[O:7])([CH3:4])([CH3:3])[CH3:2].[Cl:20][C:21]1[CH:26]=[C:25](Br)[CH:24]=[CH:23][N:22]=1.O. The catalyst is CN(C=O)C.C1C=CC(P(C2C=CC=CC=2)[C-]2C=CC=C2)=CC=1.C1C=CC(P(C2C=CC=CC=2)[C-]2C=CC=C2)=CC=1.Cl[Pd]Cl.[Fe+2]. The product is [Cl:20][C:21]1[CH:26]=[C:25]([C:9]2[N:8]([C:6]([O:5][C:1]([CH3:4])([CH3:3])[CH3:2])=[O:7])[C:16]3[C:11]([CH:10]=2)=[CH:12][CH:13]=[CH:14][CH:15]=3)[CH:24]=[CH:23][N:22]=1. The yield is 0.880. (4) The reactants are [CH3:1][O:2][CH2:3][CH2:4][O:5][CH2:6][CH2:7][O:8][CH2:9][CH2:10][O:11][CH2:12][CH2:13][OH:14].N1C=CC=CC=1.[CH3:21][C:22]1[CH:27]=[CH:26][C:25]([S:28](Cl)(=[O:30])=[O:29])=[CH:24][CH:23]=1. The catalyst is C1COCC1. The product is [CH3:21][C:22]1[CH:27]=[CH:26][C:25]([S:28]([O:14][CH2:13][CH2:12][O:11][CH2:10][CH2:9][O:8][CH2:7][CH2:6][O:5][CH2:4][CH2:3][O:2][CH3:1])(=[O:30])=[O:29])=[CH:24][CH:23]=1. The yield is 0.473. (5) The reactants are Cl.Cl.[NH2:3][CH2:4][C@@:5]1([OH:13])[CH:10]2[CH2:11][CH2:12][N:7]([CH2:8][CH2:9]2)[CH2:6]1.C([O-])([O-])=O.[Cs+].[Cs+].[N:20]([C:23]1[N:28]=[CH:27][N:26]=[C:25]([C:29]2[CH:30]=[N:31][C:32]([O:35][CH3:36])=[N:33][CH:34]=2)[CH:24]=1)=[C:21]=S.C(N=C=NC(C)C)(C)C. The catalyst is CN(C)C=O. The product is [CH3:36][O:35][C:32]1[N:33]=[CH:34][C:29]([C:25]2[CH:24]=[C:23]([NH:20][C:21]3[O:13][C@:5]4([CH2:4][N:3]=3)[CH:10]3[CH2:9][CH2:8][N:7]([CH2:12][CH2:11]3)[CH2:6]4)[N:28]=[CH:27][N:26]=2)=[CH:30][N:31]=1. The yield is 0.460. (6) The reactants are [Cl:1][C:2]1[CH:3]=[C:4]([C:9]2[N:14]=[C:13]3[CH2:15][CH2:16][CH2:17][C:12]3=[C:11]([NH:18][C:19]3[CH:24]=[CH:23][C:22]([CH2:25][C:26](OCC)=[O:27])=[CH:21][CH:20]=3)[CH:10]=2)[CH:5]=[CH:6][C:7]=1[F:8].NC1C=CC(CCO)=CC=1. No catalyst specified. The product is [ClH:1].[Cl:1][C:2]1[CH:3]=[C:4]([C:9]2[N:14]=[C:13]3[CH2:15][CH2:16][CH2:17][C:12]3=[C:11]([NH:18][C:19]3[CH:20]=[CH:21][C:22]([CH2:25][CH2:26][OH:27])=[CH:23][CH:24]=3)[CH:10]=2)[CH:5]=[CH:6][C:7]=1[F:8]. The yield is 0.150.